Dataset: Catalyst prediction with 721,799 reactions and 888 catalyst types from USPTO. Task: Predict which catalyst facilitates the given reaction. Reactant: Cl.[NH:2]1[CH2:7][CH2:6][N:5]([C:8]2C(=O)N(C)N=[CH:12][CH:13]=2)[CH2:4][CH2:3]1.[Cl:16][C:17]1[CH:18]=[C:19]2[C:23](=[CH:24][CH:25]=1)[NH:22][C:21]([S:26]([N:29]1[CH2:34][CH2:33][CH:32]([C:35](O)=[O:36])[CH2:31][CH2:30]1)(=[O:28])=[O:27])=[CH:20]2.F[B-](F)(F)F.N1([O:52][C:53](N(C)C)=[N+:54]([CH3:56])C)C2C=CC=CC=2N=N1.C[N:61](C1C=CC=CN=1)C. The catalyst class is: 9. Product: [Cl:16][C:17]1[CH:18]=[C:19]2[C:23](=[CH:24][CH:25]=1)[NH:22][C:21]([S:26]([N:29]1[CH2:30][CH2:31][CH:32]([C:35]([N:2]3[CH2:3][CH2:4][N:5]([C:8]4[CH:13]=[CH:12][C:53](=[O:52])[N:54]([CH3:56])[N:61]=4)[CH2:6][CH2:7]3)=[O:36])[CH2:33][CH2:34]1)(=[O:28])=[O:27])=[CH:20]2.